This data is from Forward reaction prediction with 1.9M reactions from USPTO patents (1976-2016). The task is: Predict the product of the given reaction. Given the reactants [O:1]=[C:2]1[NH:11][C:10]2[C:5](=[CH:6][CH:7]=[C:8]([S:12][C:13]3[CH:14]=[C:15]([C:19]4([C:25]#[N:26])[CH2:24][CH2:23][O:22][CH2:21][CH2:20]4)[CH:16]=[CH:17][CH:18]=3)[CH:9]=2)[N:4]2[C:27]([C:30]3[CH:35]=[CH:34][CH:33]=[CH:32][CH:31]=3)=[N:28][N:29]=[C:3]12.[CH3:36]C(C)([O-])C.[K+].IC, predict the reaction product. The product is: [CH3:36][N:11]1[C:10]2[C:5](=[CH:6][CH:7]=[C:8]([S:12][C:13]3[CH:14]=[C:15]([C:19]4([C:25]#[N:26])[CH2:24][CH2:23][O:22][CH2:21][CH2:20]4)[CH:16]=[CH:17][CH:18]=3)[CH:9]=2)[N:4]2[C:27]([C:30]3[CH:35]=[CH:34][CH:33]=[CH:32][CH:31]=3)=[N:28][N:29]=[C:3]2[C:2]1=[O:1].